From a dataset of Tox21: 12 toxicity assays (nuclear receptors and stress response pathways). Binary classification across 12 toxicity assays. (1) It tested positive (active) for: NR-AhR (Aryl hydrocarbon Receptor agonist activity), NR-ER (Estrogen Receptor agonist activity), and SR-ATAD5 (ATAD5 genotoxicity (DNA damage)). The drug is Cn1ccc2cc3c(cc21)CCN3C(=O)Nc1cccnc1. (2) The compound is CCC(COC(=O)c1cc(OC)c(OC)c(OC)c1)(c1ccccc1)N(C)C. It tested positive (active) for: SR-ARE (Antioxidant Response Element (oxidative stress)). (3) The molecule is C[C@]12CC[C@H]3[C@@H](CCC4=CC(=O)CC[C@@]43C)[C@@H]1CC[C@]2(O)C(=O)CO. It tested positive (active) for: NR-AR (Androgen Receptor agonist activity), and NR-AR-LBD (Androgen Receptor Ligand Binding Domain agonist). (4) It tested positive (active) for: SR-MMP (Mitochondrial Membrane Potential disruption). The compound is CC1(C)[C@@H](C=C(Br)Br)[C@H]1C(=O)O[C@H](C#N)c1cccc(Oc2ccccc2)c1. (5) The molecule is Cn1c(=O)c2c(ncn2C)n(C)c1=O. It tested positive (active) for: SR-ARE (Antioxidant Response Element (oxidative stress)).